Task: Predict the reaction yield, written as a fraction of the theoretical maximum amount of product (1.0 means a 100% yield; for example, 0.34 means a 34% yield).. Dataset: Reaction yield outcomes from USPTO patents with 853,638 reactions The reactants are [Br:1][C:2]1[O:3][CH:4]=[C:5]([C:7]([O:9]CC)=[O:8])[N:6]=1.[OH-].[Li+]. The catalyst is C1COCC1.CO.O. The product is [Br:1][C:2]1[O:3][CH:4]=[C:5]([C:7]([OH:9])=[O:8])[N:6]=1. The yield is 0.880.